This data is from Forward reaction prediction with 1.9M reactions from USPTO patents (1976-2016). The task is: Predict the product of the given reaction. Given the reactants [OH-].[NH4+].O.[OH:4][N:5]1[C:9]2[CH:10]=[CH:11][CH:12]=[CH:13][C:8]=2[N:7]=[N:6]1, predict the reaction product. The product is: [NH4+:5].[OH:4][N:5]1[C:9]2[CH:10]=[CH:11][CH:12]=[CH:13][C:8]=2[N:7]=[N:6]1.